From a dataset of Catalyst prediction with 721,799 reactions and 888 catalyst types from USPTO. Predict which catalyst facilitates the given reaction. (1) Reactant: [OH:1][C@H:2]1[CH2:6][CH2:5][N:4]([C:7](=O)[CH:8]([NH:15][C:16](=O)OC(C)(C)C)[CH:9]2[CH2:14][CH2:13][O:12][CH2:11][CH2:10]2)[CH2:3]1.[H-].[H-].[H-].[H-].[Li+].[Al+3]. Product: [CH3:16][NH:15][CH:8]([CH:9]1[CH2:14][CH2:13][O:12][CH2:11][CH2:10]1)[CH2:7][N:4]1[CH2:5][CH2:6][C@H:2]([OH:1])[CH2:3]1. The catalyst class is: 7. (2) Reactant: C(OC(=O)C(C)(C)CCCCC([N+]#C)S(C1C=CC(C)=CC=1)(=O)=O)C.I[CH2:27][CH2:28][CH2:29][CH2:30][C:31]1([C:35]([O:37][CH2:38][CH3:39])=[O:36])[CH2:34][CH2:33][CH2:32]1.CC([O-])(C)C.[K+].[C:46]([O:50][C:51]([C:53]1([CH2:56][CH2:57][CH2:58][CH2:59][C:60](=[O:75])CCCCC2(C(OC(C)(C)C)=O)CC2)[CH2:55][CH2:54]1)=[O:52])(C)(C)[CH3:47]. Product: [CH2:38]([O:37][C:35]([C:31]1([CH2:30][CH2:29][CH2:28][CH2:27][C:60](=[O:75])[CH2:59][CH2:58][CH2:57][CH2:56][C:53]([CH3:55])([CH3:54])[C:51]([O:50][CH2:46][CH3:47])=[O:52])[CH2:34][CH2:33][CH2:32]1)=[O:36])[CH3:39]. The catalyst class is: 33.